This data is from Forward reaction prediction with 1.9M reactions from USPTO patents (1976-2016). The task is: Predict the product of the given reaction. (1) The product is: [C:15]([O:14][C:12]([N:19]1[CH2:24][CH2:23][N:22]([C:2]2[CH:3]=[C:4]3[C:9](=[CH:10][CH:11]=2)[N:8]=[CH:7][CH:6]=[CH:5]3)[CH2:21][CH2:20]1)=[O:13])([CH3:18])([CH3:16])[CH3:17]. Given the reactants Br[C:2]1[CH:3]=[C:4]2[C:9](=[CH:10][CH:11]=1)[N:8]=[CH:7][CH:6]=[CH:5]2.[C:12]([N:19]1[CH2:24][CH2:23][NH:22][CH2:21][CH2:20]1)([O:14][C:15]([CH3:18])([CH3:17])[CH3:16])=[O:13].C1(P(C2C=CC=CC=2)C2C=CC3C(=CC=CC=3)C=2C2C3C(=CC=CC=3)C=CC=2P(C2C=CC=CC=2)C2C=CC=CC=2)C=CC=CC=1.CC(C)([O-])C.[Na+], predict the reaction product. (2) Given the reactants [C:1]([S:4][C:5]1[CH:6]=[C:7]([CH:11]=[CH:12][CH:13]=1)[C:8](O)=[O:9])(=[O:3])[CH3:2].C(Cl)(=O)C([Cl:17])=O.CN(C=O)C, predict the reaction product. The product is: [C:1]([S:4][C:5]1[CH:6]=[C:7]([CH:11]=[CH:12][CH:13]=1)[C:8]([Cl:17])=[O:9])(=[O:3])[CH3:2]. (3) Given the reactants [Cl:1][C:2]1[CH:3]=[C:4]([NH:9][C:10]2[C:19]3[C:14](=[CH:15][C:16]([O:40][CH3:41])=[C:17]([O:20][CH2:21][CH2:22][CH2:23][N:24]4[CH2:29][CH2:28][CH:27]5[CH2:30][CH2:31][N:32]([C:33](OC(C)(C)C)=O)[CH:26]5[CH2:25]4)[CH:18]=3)[N:13]=[CH:12][N:11]=2)[CH:5]=[CH:6][C:7]=1[F:8].C(Cl)Cl.CO.C=O, predict the reaction product. The product is: [Cl:1][C:2]1[CH:3]=[C:4]([NH:9][C:10]2[C:19]3[C:14](=[CH:15][C:16]([O:40][CH3:41])=[C:17]([O:20][CH2:21][CH2:22][CH2:23][N:24]4[CH2:29][CH2:28][CH:27]5[CH2:30][CH2:31][N:32]([CH3:33])[CH:26]5[CH2:25]4)[CH:18]=3)[N:13]=[CH:12][N:11]=2)[CH:5]=[CH:6][C:7]=1[F:8]. (4) Given the reactants ClC1C=CC=C(C(OO)=[O:9])C=1.[Br:12][C:13]1[CH:18]=[CH:17][C:16]([C@@H:19]([N:21]2[CH2:26][CH2:25][C:24]([CH2:31][CH:32]3[CH2:34][CH2:33]3)([CH2:27][C:28]([CH3:30])=[CH2:29])[O:23][C:22]2=[O:35])[CH3:20])=[CH:15][CH:14]=1, predict the reaction product. The product is: [Br:12][C:13]1[CH:18]=[CH:17][C:16]([C@@H:19]([N:21]2[CH2:26][CH2:25][C:24]([CH2:31][CH:32]3[CH2:34][CH2:33]3)([CH2:27][C:28]3([CH3:30])[CH2:29][O:9]3)[O:23][C:22]2=[O:35])[CH3:20])=[CH:15][CH:14]=1. (5) Given the reactants [CH3:1][O:2][C:3]1[CH:4]=[C:5]([S:9][CH2:10][CH2:11][NH2:12])[CH:6]=[CH:7][CH:8]=1.Cl[C:14]([O:16][CH2:17][C:18]1[CH:23]=[CH:22][CH:21]=[CH:20][CH:19]=1)=[O:15].C(N(CC)CC)C, predict the reaction product. The product is: [CH3:1][O:2][C:3]1[CH:4]=[C:5]([S:9][CH2:10][CH2:11][NH:12][C:14](=[O:15])[O:16][CH2:17][C:18]2[CH:23]=[CH:22][CH:21]=[CH:20][CH:19]=2)[CH:6]=[CH:7][CH:8]=1. (6) Given the reactants [NH2:1][C:2]1[C:10]2[C:9]([C:11]3[CH:16]=[CH:15][CH:14]=[C:13]([NH2:17])[CH:12]=3)=[N:8][CH:7]=[N:6][C:5]=2[S:4][C:3]=1[C:18]([NH2:20])=[O:19].Cl[C:22](OC1C=CC([N+]([O-])=O)=CC=1)=[O:23].C(N(CC)CC)C.[NH2:41][C:42]1[CH:47]=[CH:46][N:45]=[CH:44][CH:43]=1, predict the reaction product. The product is: [NH2:1][C:2]1[C:10]2[C:9]([C:11]3[CH:16]=[CH:15][CH:14]=[C:13]([NH:17][C:22]([NH:41][C:42]4[CH:47]=[CH:46][N:45]=[CH:44][CH:43]=4)=[O:23])[CH:12]=3)=[N:8][CH:7]=[N:6][C:5]=2[S:4][C:3]=1[C:18]([NH2:20])=[O:19]. (7) Given the reactants [Br:1][C:2]1[C:3]([O:14][CH3:15])=[C:4]([Cl:13])[C:5]([OH:12])=[C:6]([CH:11]=1)[C:7]([O:9][CH3:10])=[O:8].[H-].[Na+].[CH3:18][O:19][CH2:20]Cl.O, predict the reaction product. The product is: [Br:1][C:2]1[C:3]([O:14][CH3:15])=[C:4]([Cl:13])[C:5]([O:12][CH2:18][O:19][CH3:20])=[C:6]([CH:11]=1)[C:7]([O:9][CH3:10])=[O:8]. (8) Given the reactants [Cl:1][C:2]1[CH:7]=[C:6]([Cl:8])[CH:5]=[CH:4][C:3]=1[C:9]1[N:10]=[C:11](/[CH:16]=[CH:17]/[C:18]2[CH:23]=[CH:22][C:21]([O:24][CH3:25])=[CH:20][CH:19]=2)[N:12]([CH2:14][CH3:15])[CH:13]=1.C1(O)C=CC=CC=1.BrC[C:35]1[CH:44]=[CH:43][C:38]([C:39]([O:41]C)=[O:40])=[CH:37][CH:36]=1, predict the reaction product. The product is: [Cl:1][C:2]1[CH:7]=[C:6]([Cl:8])[CH:5]=[CH:4][C:3]=1[C:9]1[N:10]=[C:11](/[CH:16]=[CH:17]/[C:18]2[CH:19]=[CH:20][C:21]([O:24][CH2:25][C:35]3[CH:44]=[CH:43][C:38]([C:39]([OH:41])=[O:40])=[CH:37][CH:36]=3)=[CH:22][CH:23]=2)[N:12]([CH2:14][CH3:15])[CH:13]=1. (9) Given the reactants [NH2:1][C:2]1[N:7]=[CH:6][N:5]=[C:4]2[N:8]([C@@H:24]3[CH2:29][CH2:28][CH2:27][N:26]([C:30](=[O:34])[CH2:31][C:32]#[N:33])[CH2:25]3)[N:9]=[C:10]([C:11]3[CH:16]=[CH:15][C:14]([O:17][C:18]4[CH:23]=[CH:22][CH:21]=[CH:20][CH:19]=4)=[CH:13][CH:12]=3)[C:3]=12.N1[CH2:40][CH2:39][CH2:38][CH2:37]C1.C1(C=O)CC1, predict the reaction product. The product is: [NH2:1][C:2]1[N:7]=[CH:6][N:5]=[C:4]2[N:8]([C@@H:24]3[CH2:29][CH2:28][CH2:27][N:26]([C:30]([C:31](=[CH:37][CH:38]4[CH2:40][CH2:39]4)[C:32]#[N:33])=[O:34])[CH2:25]3)[N:9]=[C:10]([C:11]3[CH:12]=[CH:13][C:14]([O:17][C:18]4[CH:19]=[CH:20][CH:21]=[CH:22][CH:23]=4)=[CH:15][CH:16]=3)[C:3]=12. (10) Given the reactants C(OC(=O)[NH:7][C@H:8]([CH:16]1[CH2:20][CH:19]([CH3:21])[C:18](=[O:22])[O:17]1)[CH2:9][C:10]1[CH:15]=[CH:14][CH:13]=[CH:12][CH:11]=1)(C)(C)C.FC(F)(F)C(O)=O, predict the reaction product. The product is: [NH2:7][C@H:8]([C@H:16]1[O:17][C:18](=[O:22])[C@H:19]([CH3:21])[CH2:20]1)[CH2:9][C:10]1[CH:15]=[CH:14][CH:13]=[CH:12][CH:11]=1.